Dataset: CYP1A2 inhibition data for predicting drug metabolism from PubChem BioAssay. Task: Regression/Classification. Given a drug SMILES string, predict its absorption, distribution, metabolism, or excretion properties. Task type varies by dataset: regression for continuous measurements (e.g., permeability, clearance, half-life) or binary classification for categorical outcomes (e.g., BBB penetration, CYP inhibition). Dataset: cyp1a2_veith. (1) The drug is COc1ccc(CCNC(=O)C2CCN(S(=O)(=O)c3cccc4nsnc34)CC2)cc1OC. The result is 0 (non-inhibitor). (2) The result is 1 (inhibitor). The compound is O=C1N=C(N2CCOCC2)S/C1=C/c1cccs1. (3) The compound is O=C(O)Cc1[nH]cnc1C(=O)O. The result is 0 (non-inhibitor).